Task: Predict which catalyst facilitates the given reaction.. Dataset: Catalyst prediction with 721,799 reactions and 888 catalyst types from USPTO (1) Product: [C:9]1([NH:8][CH2:15][CH:16]2[CH2:21][CH2:20][C:19](=[O:22])[NH:18][C:17]2=[O:23])[CH:14]=[CH:13][CH:12]=[CH:11][CH:10]=1. The catalyst class is: 10. Reactant: C(N(CC)CC)C.[NH2:8][C:9]1[CH:14]=[CH:13][CH:12]=[CH:11][CH:10]=1.[CH2:15]=[C:16]1[CH2:21][CH2:20][C:19](=[O:22])[NH:18][C:17]1=[O:23]. (2) Reactant: [NH2:1][C:2]1[C:7]([C:8]2[CH:26]=[CH:25][C:11]([C:12]([NH:14][C@@H:15]([C:18]3[CH:23]=[CH:22][CH:21]=[C:20]([Cl:24])[CH:19]=3)[CH2:16][OH:17])=[O:13])=[C:10]([F:27])[CH:9]=2)=[CH:6][C:5]([C@H:28]2[CH2:32][C@@H:31]([CH2:33][OH:34])[NH:30][CH2:29]2)=[CH:4][N:3]=1.CCN(C(C)C)C(C)C.[C:44](N1C=CN=C1)(N1C=CN=C1)=[O:45]. Product: [NH2:1][C:2]1[C:7]([C:8]2[CH:26]=[CH:25][C:11]([C:12]([NH:14][C@@H:15]([C:18]3[CH:23]=[CH:22][CH:21]=[C:20]([Cl:24])[CH:19]=3)[CH2:16][OH:17])=[O:13])=[C:10]([F:27])[CH:9]=2)=[CH:6][C:5]([C@@H:28]2[CH2:29][N:30]3[C:44](=[O:45])[O:34][CH2:33][C@@H:31]3[CH2:32]2)=[CH:4][N:3]=1. The catalyst class is: 10. (3) Reactant: C(O[BH-](OC(=O)C)OC(=O)C)(=O)C.[Na+].[NH2:15][C:16]1[CH:25]=[C:24]2[C:19]([C:20]([CH3:28])([CH3:27])[CH2:21][NH:22][C:23]2=[O:26])=[CH:18][CH:17]=1.[Cl:29][C:30]1[CH:37]=[CH:36][C:33]([CH:34]=O)=[CH:32][CH:31]=1.C(O)(=O)C. Product: [Cl:29][C:30]1[CH:37]=[CH:36][C:33]([CH2:34][NH:15][C:16]2[CH:25]=[C:24]3[C:19]([C:20]([CH3:28])([CH3:27])[CH2:21][NH:22][C:23]3=[O:26])=[CH:18][CH:17]=2)=[CH:32][CH:31]=1. The catalyst class is: 4. (4) Reactant: [Cl:1][C:2]1[CH:10]=[CH:9][C:8]([CH3:11])=[C:7]2[C:3]=1[C:4]([NH2:12])=[N:5][NH:6]2.CC1(C)OC(=O)[CH:17]([C:21]([CH:23]2[CH2:28][CH2:27][N:26]([C:29]([O:31][C:32]([CH3:35])([CH3:34])[CH3:33])=[O:30])[CH2:25][CH2:24]2)=O)[C:16](=O)[O:15]1.P([O-])([O-])([O-])=O.[K+].[K+].[K+]. Product: [Cl:1][C:2]1[C:3]2[C:7]([C:8]([CH3:11])=[CH:9][CH:10]=1)=[N:6][N:5]1[C:21]([CH:23]3[CH2:28][CH2:27][N:26]([C:29]([O:31][C:32]([CH3:35])([CH3:34])[CH3:33])=[O:30])[CH2:25][CH2:24]3)=[CH:17][C:16](=[O:15])[NH:12][C:4]=21. The catalyst class is: 10. (5) Reactant: [CH3:1][CH2:2][OH:3].CC(Cl)=O.[CH2:8]([O:15][C:16]([N:18]1[CH2:22][CH2:21][CH2:20][CH:19]1[C:23]#[N:24])=[O:17])[C:9]1[CH:14]=[CH:13][CH:12]=[CH:11][CH:10]=1. Product: [CH2:8]([O:15][C:16]([N:18]1[CH2:22][CH2:21][CH2:20][CH:19]1[C:23]([O:3][CH2:2][CH3:1])=[NH:24])=[O:17])[C:9]1[CH:10]=[CH:11][CH:12]=[CH:13][CH:14]=1. The catalyst class is: 2. (6) Reactant: [N+:1]([C:4]1[CH:9]=[C:8]([NH2:10])[CH:7]=[CH:6][C:5]=1[NH2:11])([O-:3])=[O:2].O1CCOCC1.C(OCC)C.[ClH:23]. Product: [ClH:23].[N+:1]([C:4]1[CH:9]=[C:8]([NH2:10])[CH:7]=[CH:6][C:5]=1[NH2:11])([O-:3])=[O:2]. The catalyst class is: 8. (7) Reactant: [CH3:1][C:2]([O:5][C:6](=[O:25])[CH:7]([C:15]1[CH:20]=[CH:19][C:18]([CH3:21])=[CH:17][C:16]=1[N+:22]([O-])=O)[C:8]([O:10][C:11]([CH3:14])([CH3:13])[CH3:12])=[O:9])([CH3:4])[CH3:3]. Product: [CH3:14][C:11]([O:10][C:8](=[O:9])[CH:7]([C:15]1[CH:20]=[CH:19][C:18]([CH3:21])=[CH:17][C:16]=1[NH2:22])[C:6]([O:5][C:2]([CH3:1])([CH3:3])[CH3:4])=[O:25])([CH3:12])[CH3:13]. The catalyst class is: 78. (8) Reactant: [Li]CCCC.[CH3:6][Si:7]([C:10]#[CH:11])([CH3:9])[CH3:8].[C:12]1([C:22]([C:24]2[CH:29]=[CH:28][CH:27]=[CH:26][CH:25]=2)=[O:23])[C:21]2[C:16](=[CH:17][CH:18]=[CH:19][CH:20]=2)[CH:15]=[CH:14][CH:13]=1. Product: [C:12]1([C:22]([C:24]2[CH:29]=[CH:28][CH:27]=[CH:26][CH:25]=2)([OH:23])[C:11]#[C:10][Si:7]([CH3:9])([CH3:8])[CH3:6])[C:21]2[C:16](=[CH:17][CH:18]=[CH:19][CH:20]=2)[CH:15]=[CH:14][CH:13]=1. The catalyst class is: 1.